From a dataset of Full USPTO retrosynthesis dataset with 1.9M reactions from patents (1976-2016). Predict the reactants needed to synthesize the given product. (1) Given the product [Cl:16][CH2:15][C:12]1[CH:13]=[CH:14][C:9]([C:8]2[N:7]=[C:2]3[C:1](=[C:18]4[C:23]=2[CH:22]=[CH:21][CH:20]=[CH:19]4)[CH:6]=[CH:5][CH:4]=[CH:3]3)=[CH:10][CH:11]=1, predict the reactants needed to synthesize it. The reactants are: [C:1]1([C:18]2[CH:23]=[CH:22][CH:21]=[CH:20][CH:19]=2)[CH:6]=[CH:5][CH:4]=[CH:3][C:2]=1[NH:7][C:8](=O)[C:9]1[CH:14]=[CH:13][C:12]([CH2:15][Cl:16])=[CH:11][CH:10]=1.O=P(Cl)(Cl)Cl. (2) Given the product [F:17][C:15]1[CH:14]=[CH:13][C:12]([NH:18][S:19]([C:22]2[CH:23]=[CH:24][C:25]([CH3:28])=[CH:26][CH:27]=2)(=[O:21])=[O:20])=[C:11]([CH:16]=1)[O:10][C:8]1[CH:7]=[CH:6][C:5]([NH:29][S:30]([C:33]2[CH:34]=[CH:35][C:36]([CH3:39])=[CH:37][CH:38]=2)(=[O:32])=[O:31])=[C:4]([CH:9]=1)[C:3]([OH:40])=[O:2], predict the reactants needed to synthesize it. The reactants are: C[O:2][C:3](=[O:40])[C:4]1[CH:9]=[C:8]([O:10][C:11]2[CH:16]=[C:15]([F:17])[CH:14]=[CH:13][C:12]=2[NH:18][S:19]([C:22]2[CH:27]=[CH:26][C:25]([CH3:28])=[CH:24][CH:23]=2)(=[O:21])=[O:20])[CH:7]=[CH:6][C:5]=1[NH:29][S:30]([C:33]1[CH:38]=[CH:37][C:36]([CH3:39])=[CH:35][CH:34]=1)(=[O:32])=[O:31].